This data is from Forward reaction prediction with 1.9M reactions from USPTO patents (1976-2016). The task is: Predict the product of the given reaction. Given the reactants [OH:1][C:2]1[CH:38]=[CH:37][C:5]([CH2:6][C@H:7]2[N:12]([C:13](=[O:29])[CH2:14][CH2:15][C:16]3[CH:21]=[CH:20][CH:19]=[CH:18][C:17]=3[O:22][C:23]3[CH:28]=[CH:27][CH:26]=[CH:25][CH:24]=3)[CH2:11][CH2:10][N:9](C(OC(C)(C)C)=O)[CH2:8]2)=[CH:4][CH:3]=1.C(=O)([O-])[O-].[K+].[K+].Cl[CH2:46][C:47]([O:49][CH3:50])=[O:48].C([O-])=O.[NH4+], predict the reaction product. The product is: [O:22]([C:17]1[CH:18]=[CH:19][CH:20]=[CH:21][C:16]=1[CH2:15][CH2:14][C:13]([N:12]1[CH2:11][CH2:10][NH:9][CH2:8][C@H:7]1[CH2:6][C:5]1[CH:4]=[CH:3][C:2]([O:1][CH2:46][C:47]([O:49][CH3:50])=[O:48])=[CH:38][CH:37]=1)=[O:29])[C:23]1[CH:28]=[CH:27][CH:26]=[CH:25][CH:24]=1.